This data is from Reaction yield outcomes from USPTO patents with 853,638 reactions. The task is: Predict the reaction yield, written as a fraction of the theoretical maximum amount of product (1.0 means a 100% yield; for example, 0.34 means a 34% yield). The reactants are [Br:1][C:2]1[N:3]=[CH:4][C:5]([NH2:8])=[N:6][CH:7]=1.CO[CH:11](OC)[N:12]([CH3:14])[CH3:13]. No catalyst specified. The product is [Br:1][C:2]1[N:3]=[CH:4][C:5](/[N:8]=[CH:11]/[N:12]([CH3:14])[CH3:13])=[N:6][CH:7]=1. The yield is 1.00.